From a dataset of Forward reaction prediction with 1.9M reactions from USPTO patents (1976-2016). Predict the product of the given reaction. (1) Given the reactants [Cl:1][C:2]1[CH:10]=[CH:9][C:8]([N:11]2[CH:15]=[N:14][CH:13]=[N:12]2)=[CH:7][C:3]=1[C:4]([NH2:6])=[O:5].[CH3:16][N:17]1[CH2:22][CH2:21][N:20]([CH2:23][CH2:24][CH2:25][S:26]([C:29]2[CH:48]=[CH:47][C:32]3[N:33]=[C:34]([NH:36][C:37](=O)[O:38]C4C=CC(F)=CC=4)[S:35][C:31]=3[CH:30]=2)(=[O:28])=[O:27])[CH2:19][CH2:18]1.CC(C)([O-])C.[K+], predict the reaction product. The product is: [Cl:1][C:2]1[CH:10]=[CH:9][C:8]([N:11]2[CH:15]=[N:14][CH:13]=[N:12]2)=[CH:7][C:3]=1[C:4]([NH:6][C:37](=[O:38])[NH:36][C:34]1[S:35][C:31]2[CH:30]=[C:29]([S:26]([CH2:25][CH2:24][CH2:23][N:20]3[CH2:21][CH2:22][N:17]([CH3:16])[CH2:18][CH2:19]3)(=[O:28])=[O:27])[CH:48]=[CH:47][C:32]=2[N:33]=1)=[O:5]. (2) Given the reactants [C:1]1(C(Cl)[C:8]([C:10]2[C:18]3[C:13](=CC=CC=3)[N:12](C)C=2)=[O:9])[CH:6]=[CH:5][CH:4]=[CH:3][CH:2]=1.[NH:21]([CH2:28][CH2:29]O)[C:22]1[CH:27]=[CH:26][CH:25]=[CH:24][CH:23]=1, predict the reaction product. The product is: [O:9]1[CH:8]=[CH:10][CH:18]=[CH:13][NH:12]1.[C:22]1([N:21]2[C:6]3[C:1](=[CH:2][CH:3]=[CH:4][CH:5]=3)[CH:29]=[CH:28]2)[CH:27]=[CH:26][CH:25]=[CH:24][CH:23]=1. (3) Given the reactants [CH2:1]([C:3]1[CH:4]=[C:5]([C:21]2[CH2:26][CH2:25][N:24]([C:27]([O:29][C:30]([CH3:33])([CH3:32])[CH3:31])=[O:28])[CH2:23][CH:22]=2)[CH:6]=[CH:7][C:8]=1[N:9]([CH3:20])[C:10]1[N:15]=[CH:14][C:13]2[N:16]=[CH:17][N:18]([CH3:19])[C:12]=2[CH:11]=1)[CH3:2], predict the reaction product. The product is: [CH2:1]([C:3]1[CH:4]=[C:5]([CH:21]2[CH2:22][CH2:23][N:24]([C:27]([O:29][C:30]([CH3:31])([CH3:33])[CH3:32])=[O:28])[CH2:25][CH2:26]2)[CH:6]=[CH:7][C:8]=1[N:9]([CH3:20])[C:10]1[N:15]=[CH:14][C:13]2[N:16]=[CH:17][N:18]([CH3:19])[C:12]=2[CH:11]=1)[CH3:2]. (4) Given the reactants Br[C:2]1[C:3]([C:17]2[CH:22]=[CH:21][CH:20]=[CH:19][CH:18]=2)=[N:4][N:5]2[C:10]([Si:11]([CH3:14])([CH3:13])[CH3:12])=[C:9]([O:15][CH3:16])[CH:8]=[CH:7][C:6]=12.C([Li])CCC.[Cl:28][C:29]1[CH:34]=[C:33]([C:35]([O:37][CH3:38])=[O:36])[N:32]=[C:31]([CH:39]=[O:40])[CH:30]=1.[Cl-].[NH4+], predict the reaction product. The product is: [Cl:28][C:29]1[CH:30]=[C:31]([CH:39]([OH:40])[C:2]2[C:3]([C:17]3[CH:22]=[CH:21][CH:20]=[CH:19][CH:18]=3)=[N:4][N:5]3[C:10]([Si:11]([CH3:14])([CH3:12])[CH3:13])=[C:9]([O:15][CH3:16])[CH:8]=[CH:7][C:6]=23)[N:32]=[C:33]([C:35]([O:37][CH3:38])=[O:36])[CH:34]=1. (5) Given the reactants F[C:2]1[N:7]2[CH:8]=[C:9]([CH2:11][N:12]3[C@@H:25]4[C@@H:16]([CH2:17][CH2:18][C:19]5[C:24]4=[N:23][CH:22]=[CH:21][CH:20]=5)[CH2:15][CH2:14][CH2:13]3)[N:10]=[C:6]2[CH:5]=[CH:4][CH:3]=1.[NH:26]1[CH2:31][CH2:30][O:29][CH2:28][CH2:27]1, predict the reaction product. The product is: [N:26]1([C:2]2[N:7]3[CH:8]=[C:9]([CH2:11][N:12]4[C@@H:25]5[C@@H:16]([CH2:17][CH2:18][C:19]6[C:24]5=[N:23][CH:22]=[CH:21][CH:20]=6)[CH2:15][CH2:14][CH2:13]4)[N:10]=[C:6]3[CH:5]=[CH:4][CH:3]=2)[CH2:31][CH2:30][O:29][CH2:28][CH2:27]1. (6) The product is: [Cl:23][C:5]1[CH:6]=[C:7]([NH:8][C:9]2[CH:21]=[CH:20][C:19]([CH3:22])=[CH:18][C:10]=2[C:11]([O:13][C:14]([CH3:17])([CH3:16])[CH3:15])=[O:12])[CH:2]=[N:3][C:4]=1[C:24]1[CH:29]=[CH:28][CH:27]=[CH:26][CH:25]=1. Given the reactants Br[C:2]1[C:7]([NH:8][C:9]2[CH:21]=[CH:20][C:19]([CH3:22])=[CH:18][C:10]=2[C:11]([O:13][C:14]([CH3:17])([CH3:16])[CH3:15])=[O:12])=[CH:6][C:5]([Cl:23])=[CH:4][N:3]=1.[C:24]1(B(O)O)[CH:29]=[CH:28][CH:27]=[CH:26][CH:25]=1, predict the reaction product. (7) Given the reactants [CH2:1]([O:8][C:9]([NH:11][C@H:12]1[CH2:16][CH2:15][N:14]([C@H:17]2[CH2:22][CH2:21][C@@H:20]([NH:23][C:24]([CH3:27])([CH3:26])[CH3:25])[CH2:19][C@H:18]2[NH:28]C(=O)OCC[Si](C)(C)C)[C:13]1=[O:38])=[O:10])[C:2]1[CH:7]=[CH:6][CH:5]=[CH:4][CH:3]=1.FC(F)(F)C(O)=O.C(N(CC)CC)C.[CH3:53][S:54](Cl)(=[O:56])=[O:55], predict the reaction product. The product is: [C:24]([NH:23][C@@H:20]1[CH2:21][CH2:22][C@H:17]([N:14]2[CH2:15][CH2:16][C@H:12]([NH:11][C:9](=[O:10])[O:8][CH2:1][C:2]3[CH:7]=[CH:6][CH:5]=[CH:4][CH:3]=3)[C:13]2=[O:38])[C@H:18]([NH:28][S:54]([CH3:53])(=[O:56])=[O:55])[CH2:19]1)([CH3:27])([CH3:26])[CH3:25].